Predict which catalyst facilitates the given reaction. From a dataset of Catalyst prediction with 721,799 reactions and 888 catalyst types from USPTO. (1) Reactant: [C:1]([C:5]1[CH:9]=[C:8]([NH:10][C:11]([NH:13][C:14]2[C:23]3[C:18](=[CH:19][CH:20]=[CH:21][CH:22]=3)[C:17]([O:24][C:25]3[CH:30]=[CH:29][N:28]=[C:27](Cl)[N:26]=3)=[CH:16][CH:15]=2)=[O:12])[N:7]([CH3:32])[N:6]=1)([CH3:4])([CH3:3])[CH3:2].[NH2:33][C:34]1[CH:35]=[C:36]([CH:47]=[C:48]([C:50]#[CH:51])[CH:49]=1)[C:37]([NH:39][CH2:40][CH2:41][O:42][CH2:43][CH2:44][O:45][CH3:46])=[O:38].C([O-])(O)=O.[Na+]. Product: [C:1]([C:5]1[CH:9]=[C:8]([NH:10][C:11](=[O:12])[NH:13][C:14]2[C:23]3[C:18](=[CH:19][CH:20]=[CH:21][CH:22]=3)[C:17]([O:24][C:25]3[CH:30]=[CH:29][N:28]=[C:27]([NH:33][C:34]4[CH:35]=[C:36]([CH:47]=[C:48]([C:50]#[CH:51])[CH:49]=4)[C:37]([NH:39][CH2:40][CH2:41][O:42][CH2:43][CH2:44][O:45][CH3:46])=[O:38])[N:26]=3)=[CH:16][CH:15]=2)[N:7]([CH3:32])[N:6]=1)([CH3:4])([CH3:3])[CH3:2]. The catalyst class is: 3. (2) Reactant: [CH3:1][C:2]1[CH:3]=[CH:4][C:5]([N+:9]([O-])=O)=[C:6]([OH:8])[CH:7]=1. Product: [NH2:9][C:5]1[CH:4]=[CH:3][C:2]([CH3:1])=[CH:7][C:6]=1[OH:8]. The catalyst class is: 19. (3) Reactant: FC(F)(F)[C:3]([C:5]1[C:13]2[C:8](=[CH:9][C:10]([S:14][CH3:15])=[CH:11][CH:12]=2)[N:7]([CH:16]([CH3:18])[CH3:17])[CH:6]=1)=[O:4].[OH-:21].[Na+]. Product: [CH:16]([N:7]1[C:8]2[C:13](=[CH:12][CH:11]=[C:10]([S:14][CH3:15])[CH:9]=2)[C:5]([C:3]([OH:4])=[O:21])=[CH:6]1)([CH3:18])[CH3:17]. The catalyst class is: 7. (4) Reactant: [Cl:1][C:2]1[CH:3]=[N:4][N:5]([CH3:17])[C:6]=1[C:7]1[CH:8]=[C:9]([C:14]([OH:16])=O)[S:10][C:11]=1[O:12][CH3:13].[NH2:18][C@@H:19]([CH2:32][C:33]1[CH:38]=[CH:37][C:36]([F:39])=[CH:35][CH:34]=1)[CH2:20][N:21]1[C:29](=[O:30])[C:28]2[C:23](=[CH:24][CH:25]=[CH:26][CH:27]=2)[C:22]1=[O:31].CC(OC(N[C@H](C(O)=O)CC1C=CC=CC=1C(F)(F)F)=O)(C)C.C1CN([P+](Br)(N2CCCC2)N2CCCC2)CC1.F[P-](F)(F)(F)(F)F.CCN(C(C)C)C(C)C. Product: [Cl:1][C:2]1[CH:3]=[N:4][N:5]([CH3:17])[C:6]=1[C:7]1[CH:8]=[C:9]([C:14]([NH:18][C@@H:19]([CH2:32][C:33]2[CH:34]=[CH:35][C:36]([F:39])=[CH:37][CH:38]=2)[CH2:20][N:21]2[C:29](=[O:30])[C:28]3[C:23](=[CH:24][CH:25]=[CH:26][CH:27]=3)[C:22]2=[O:31])=[O:16])[S:10][C:11]=1[O:12][CH3:13]. The catalyst class is: 22.